Dataset: Full USPTO retrosynthesis dataset with 1.9M reactions from patents (1976-2016). Task: Predict the reactants needed to synthesize the given product. (1) Given the product [NH2:23][C:17](=[O:18])[C@@H:9]([N:8]([CH3:20])[C:6](=[O:7])[O:5][C:2]([CH3:4])([CH3:3])[CH3:1])[CH2:10][CH:11]1[CH2:16][CH2:15][O:14][CH2:13][CH2:12]1, predict the reactants needed to synthesize it. The reactants are: [CH3:1][C:2]([O:5][C:6]([N:8]([CH3:20])[C@H:9]([C:17](O)=[O:18])[CH2:10][CH:11]1[CH2:16][CH2:15][O:14][CH2:13][CH2:12]1)=[O:7])([CH3:4])[CH3:3].C([N:23](CC)CC)C.ClC(OCC)=O.[OH-].[NH4+]. (2) Given the product [I-:42].[CH2:7]([N:10]1[C:14]2=[C:15]([N:28]3[CH2:37][CH2:36][C:35]4[C:30](=[CH:31][CH:32]=[CH:33][CH:34]=4)[CH2:29]3)[N:16]=[C:17]([C:19]([N:21]3[CH2:26][CH2:25][N:24]([CH3:27])[CH2:23][CH2:22]3)=[O:20])[CH:18]=[C:13]2[C:12]([CH2:38][N+:2]([CH3:4])([CH3:3])[CH3:1])=[C:11]1[CH3:41])[CH:8]=[CH2:9], predict the reactants needed to synthesize it. The reactants are: [CH3:1][NH:2][CH3:3].[CH2:4]=O.Cl.[CH2:7]([N:10]1[C:14]2=[C:15]([N:28]3[CH2:37][CH2:36][C:35]4[C:30](=[CH:31][CH:32]=[CH:33][CH:34]=4)[CH2:29]3)[N:16]=[C:17]([C:19]([N:21]3[CH2:26][CH2:25][N:24]([CH3:27])[CH2:23][CH2:22]3)=[O:20])[CH:18]=[C:13]2[C:12]([CH2:38]C#N)=[C:11]1[CH3:41])[CH:8]=[CH2:9].[I:42]C. (3) The reactants are: [Si:1](O[C@H]1C[C@H]2C[C@@H]1C[C@@H]2N1C(=O)C2C(=CC=CC=2)C1=O)([C:14]([CH3:17])([CH3:16])[CH3:15])([C:8]1[CH:13]=[CH:12][CH:11]=[CH:10][CH:9]=1)[C:2]1[CH:7]=[CH:6][CH:5]=[CH:4][CH:3]=1.[NH2:37]N.[C:39]([N:47]=[C:48]=[S:49])(=O)[C:40]1[CH:45]=C[CH:43]=[CH:42][CH:41]=1.[C:50](=[O:53])([O-])[O-].[K+].[K+]. Given the product [Si:1]([O:53][C@H:50]1[CH2:45][C@H:40]2[CH2:41][C@@H:42]1[CH2:43][C@@H:39]2[NH:47][C:48]([NH2:37])=[S:49])([C:14]([CH3:15])([CH3:17])[CH3:16])([C:2]1[CH:3]=[CH:4][CH:5]=[CH:6][CH:7]=1)[C:8]1[CH:9]=[CH:10][CH:11]=[CH:12][CH:13]=1, predict the reactants needed to synthesize it.